The task is: Predict the reaction yield, written as a fraction of the theoretical maximum amount of product (1.0 means a 100% yield; for example, 0.34 means a 34% yield).. This data is from Reaction yield outcomes from USPTO patents with 853,638 reactions. (1) The reactants are Br[C:2]1[CH:8]=[CH:7][C:5]([NH2:6])=[CH:4][CH:3]=1.[F:9][C:10]([F:21])([F:20])[C:11]1[CH:16]=[CH:15][C:14](B(O)O)=[CH:13][CH:12]=1.C(=O)([O-])[O-].[K+].[K+]. The catalyst is COCCOC.O.C([O-])(=O)C.[Pd+2].C([O-])(=O)C. The product is [F:9][C:10]([F:21])([F:20])[C:11]1[CH:16]=[CH:15][C:14]([C:2]2[CH:8]=[CH:7][C:5]([NH2:6])=[CH:4][CH:3]=2)=[CH:13][CH:12]=1. The yield is 0.400. (2) The reactants are [C:1]([C:4]([CH3:6])=[O:5])([CH3:3])=[O:2].[OH-].[Na+].[O:9]1CCO[CH2:11][CH2:10]1. No catalyst specified. The product is [O:2]1[CH2:11][CH2:10][O:9][CH2:3][CH:1]1[C:4](=[O:5])[CH3:6]. The yield is 0.360. (3) The reactants are [F:1][C:2]([F:15])([O:6][C:7]1[CH:8]=[C:9]([CH:12]=[CH:13][CH:14]=1)[CH:10]=[O:11])[CH:3]([F:5])[F:4].[O:16]([C:23]1[CH:24]=[C:25]([NH:29][CH2:30][CH:31](O)[C:32]([F:35])([F:34])[F:33])[CH:26]=[CH:27][CH:28]=1)[C:17]1[CH:22]=[CH:21][CH:20]=[CH:19][CH:18]=1. The catalyst is [Zn+2].[I-].[I-].C1(C)C=CC=CC=1. The product is [O:16]([C:23]1[CH:24]=[C:25]([N:29]2[CH2:30][CH:31]([C:32]([F:33])([F:34])[F:35])[O:11][CH:10]2[C:9]2[CH:12]=[CH:13][CH:14]=[C:7]([O:6][C:2]([F:15])([F:1])[CH:3]([F:4])[F:5])[CH:8]=2)[CH:26]=[CH:27][CH:28]=1)[C:17]1[CH:18]=[CH:19][CH:20]=[CH:21][CH:22]=1. The yield is 0.920. (4) The reactants are C1(OP([CH2:17][C:18]([O:20][CH2:21][CH3:22])=[O:19])(OC2C=CC=CC=2)=O)C=CC=CC=1.[CH3:23]O.[Cl:25][C:26]1[C:27]([O:36][C:37]2[CH:44]=[C:43]([O:45][CH2:46][CH2:47][O:48][CH3:49])[CH:42]=[CH:41][C:38]=2C=O)=[N:28][CH:29]=[C:30]([C:32]([F:35])([F:34])[F:33])[CH:31]=1.[Cl-].[NH4+]. The catalyst is O1CCCC1.C(OCC)(=O)C. The product is [Cl:25][C:26]1[C:27]([O:36][C:37]2[CH:44]=[C:43]([O:45][CH2:46][CH2:47][O:48][CH3:49])[CH:42]=[CH:41][C:38]=2/[CH:23]=[CH:17]\[C:18]([O:20][CH2:21][CH3:22])=[O:19])=[N:28][CH:29]=[C:30]([C:32]([F:34])([F:33])[F:35])[CH:31]=1. The yield is 0.820. (5) The reactants are [F:1][C:2]1[C:3]([NH:16][C:17]2[CH:22]=[CH:21][C:20](I)=[CH:19][C:18]=2[F:24])=[C:4]([CH:12]=[CH:13][C:14]=1[F:15])[C:5]([NH:7][O:8][CH2:9][CH2:10][OH:11])=[O:6].C([O-])([O-])=O.[K+].[K+].O.N[C:33]1C=CC=C[CH:34]=1. The catalyst is C(COC)OC.[Cl-].[Na+].O.C1C=CC([P]([Pd]([P](C2C=CC=CC=2)(C2C=CC=CC=2)C2C=CC=CC=2)([P](C2C=CC=CC=2)(C2C=CC=CC=2)C2C=CC=CC=2)[P](C2C=CC=CC=2)(C2C=CC=CC=2)C2C=CC=CC=2)(C2C=CC=CC=2)C2C=CC=CC=2)=CC=1. The product is [CH:33]([C:20]1[CH:21]=[CH:22][C:17]([NH:16][C:3]2[C:2]([F:1])=[C:14]([F:15])[CH:13]=[CH:12][C:4]=2[C:5]([NH:7][O:8][CH2:9][CH2:10][OH:11])=[O:6])=[C:18]([F:24])[CH:19]=1)=[CH2:34]. The yield is 0.760. (6) The reactants are [C:1]1([C:15]2[CH:20]=[CH:19][CH:18]=[CH:17][CH:16]=2)[CH:6]=[CH:5][CH:4]=[C:3]([CH:7]([CH2:11][CH:12]([CH3:14])[CH3:13])[C:8](O)=[O:9])[CH:2]=1.[NH2:21][C@@H:22]1[CH2:28][CH2:27][C@@H:26]([CH3:29])[N:25]([S:30]([C:33]2[CH:38]=[CH:37][CH:36]=[CH:35][N:34]=2)(=[O:32])=[O:31])[CH2:24][C@H:23]1[OH:39].CCN=C=NCCCN(C)C.C1C=CC2N(O)N=NC=2C=1.C(N(C(C)C)CC)(C)C. The catalyst is CN(C=O)C.CCOC(C)=O. The product is [CH3:29][C@H:26]1[N:25]([S:30]([C:33]2[CH:38]=[CH:37][CH:36]=[CH:35][N:34]=2)(=[O:32])=[O:31])[CH2:24][C@@H:23]([OH:39])[C@H:22]([NH:21][C:8](=[O:9])[CH:7]([C:3]2[CH:2]=[C:1]([C:15]3[CH:20]=[CH:19][CH:18]=[CH:17][CH:16]=3)[CH:6]=[CH:5][CH:4]=2)[CH2:11][CH:12]([CH3:14])[CH3:13])[CH2:28][CH2:27]1. The yield is 0.620. (7) The reactants are Cl[C:2]1[N:7]=[CH:6][N:5]=[C:4]([NH2:8])[C:3]=1[C:9]1[N:13]=[C:12]([CH3:14])[O:11][N:10]=1.[NH2:15][CH:16]([C:19]1[N:28]([C:29]2[CH:34]=[CH:33][CH:32]=[CH:31][C:30]=2[CH3:35])[C:27](=[O:36])[C:26]2[C:21](=[CH:22][CH:23]=[CH:24][C:25]=2[CH3:37])[N:20]=1)[CH2:17][CH3:18].C(N(CC)C(C)C)(C)C. No catalyst specified. The product is [NH2:8][C:4]1[N:5]=[CH:6][N:7]=[C:2]([NH:15][C@H:16]([C:19]2[N:28]([C:29]3[CH:34]=[CH:33][CH:32]=[CH:31][C:30]=3[CH3:35])[C:27](=[O:36])[C:26]3[C:21](=[CH:22][CH:23]=[CH:24][C:25]=3[CH3:37])[N:20]=2)[CH2:17][CH3:18])[C:3]=1[C:9]1[N:13]=[C:12]([CH3:14])[O:11][N:10]=1. The yield is 0.700.